This data is from Full USPTO retrosynthesis dataset with 1.9M reactions from patents (1976-2016). The task is: Predict the reactants needed to synthesize the given product. (1) Given the product [CH2:1]([O:3][C:4]([C:6]1[S:10][C:9]([N:11]2[C:15]3[CH:16]=[C:17]([CH2:20][CH2:21][CH2:22][CH2:23][N:42]4[CH2:47][CH2:46][O:45][CH2:44][CH2:43]4)[CH:18]=[CH:19][C:14]=3[N:13]=[CH:12]2)=[N:8][C:7]=1[C:29]1[CH:34]=[CH:33][CH:32]=[C:31]([Cl:35])[CH:30]=1)=[O:5])[CH3:2], predict the reactants needed to synthesize it. The reactants are: [CH2:1]([O:3][C:4]([C:6]1[S:10][C:9]([N:11]2[C:15]3[CH:16]=[C:17]([CH2:20][CH2:21][CH2:22][CH2:23]OS(C)(=O)=O)[CH:18]=[CH:19][C:14]=3[N:13]=[CH:12]2)=[N:8][C:7]=1[C:29]1[CH:34]=[CH:33][CH:32]=[C:31]([Cl:35])[CH:30]=1)=[O:5])[CH3:2].C(=O)([O-])[O-].[K+].[K+].[NH:42]1[CH2:47][CH2:46][O:45][CH2:44][CH2:43]1. (2) Given the product [S:1]1[CH:5]=[CH:4][C:3]([C:6]2[CH:11]=[CH:10][C:9]([CH:12]([CH3:15])[CH2:13][NH:14][C:16](=[O:19])[CH2:17][CH3:18])=[CH:8][CH:7]=2)=[CH:2]1, predict the reactants needed to synthesize it. The reactants are: [S:1]1[CH:5]=[CH:4][C:3]([C:6]2[CH:11]=[CH:10][C:9]([CH:12]([CH3:15])[CH2:13][NH2:14])=[CH:8][CH:7]=2)=[CH:2]1.[C:16](Cl)(=[O:19])[CH2:17][CH3:18]. (3) Given the product [CH:14]1([C:17]2[NH:6][C:4](=[O:5])[NH:3][N:2]=2)[CH2:16][CH2:15]1, predict the reactants needed to synthesize it. The reactants are: Cl.[NH2:2][NH:3][C:4]([NH2:6])=[O:5].C(N(CC)CC)C.[CH:14]1([C:17](Cl)=O)[CH2:16][CH2:15]1.[OH-].[Na+].Cl.